Dataset: NCI-60 drug combinations with 297,098 pairs across 59 cell lines. Task: Regression. Given two drug SMILES strings and cell line genomic features, predict the synergy score measuring deviation from expected non-interaction effect. (1) Drug 1: C(CC(=O)O)C(=O)CN.Cl. Drug 2: CC1C(C(CC(O1)OC2CC(CC3=C2C(=C4C(=C3O)C(=O)C5=CC=CC=C5C4=O)O)(C(=O)C)O)N)O. Cell line: SK-MEL-5. Synergy scores: CSS=60.0, Synergy_ZIP=-1.35, Synergy_Bliss=0.220, Synergy_Loewe=-4.99, Synergy_HSA=3.34. (2) Drug 1: CNC(=O)C1=CC=CC=C1SC2=CC3=C(C=C2)C(=NN3)C=CC4=CC=CC=N4. Drug 2: C1CCC(CC1)NC(=O)N(CCCl)N=O. Cell line: SR. Synergy scores: CSS=80.4, Synergy_ZIP=4.27, Synergy_Bliss=3.79, Synergy_Loewe=2.90, Synergy_HSA=6.50. (3) Drug 1: CC1=CC=C(C=C1)C2=CC(=NN2C3=CC=C(C=C3)S(=O)(=O)N)C(F)(F)F. Drug 2: CC1=C(C=C(C=C1)NC(=O)C2=CC=C(C=C2)CN3CCN(CC3)C)NC4=NC=CC(=N4)C5=CN=CC=C5. Cell line: UO-31. Synergy scores: CSS=1.17, Synergy_ZIP=-0.948, Synergy_Bliss=-2.19, Synergy_Loewe=-1.40, Synergy_HSA=-1.94. (4) Drug 1: CN(C(=O)NC(C=O)C(C(C(CO)O)O)O)N=O. Drug 2: C1CN(P(=O)(OC1)NCCCl)CCCl. Cell line: SW-620. Synergy scores: CSS=8.30, Synergy_ZIP=-3.77, Synergy_Bliss=-0.275, Synergy_Loewe=-2.27, Synergy_HSA=-0.587.